This data is from Full USPTO retrosynthesis dataset with 1.9M reactions from patents (1976-2016). The task is: Predict the reactants needed to synthesize the given product. (1) Given the product [CH2:1]([O:3][C:4]1[C:9]([CH:10]([OH:11])[C:12]2[CH:17]=[CH:16][N:15]=[C:14]([C:18]([F:21])([F:20])[F:19])[CH:13]=2)=[N:8][N:7]([C:22]2[CH:23]=[CH:24][C:25]([F:28])=[CH:26][CH:27]=2)[C:6](=[O:29])[CH:5]=1)[CH3:2], predict the reactants needed to synthesize it. The reactants are: [CH2:1]([O:3][C:4]1[C:9]([C:10]([C:12]2[CH:17]=[CH:16][N:15]=[C:14]([C:18]([F:21])([F:20])[F:19])[CH:13]=2)=[O:11])=[N:8][N:7]([C:22]2[CH:27]=[CH:26][C:25]([F:28])=[CH:24][CH:23]=2)[C:6](=[O:29])[CH:5]=1)[CH3:2].O1CCCC1.[BH4-].[Na+]. (2) Given the product [N:1]1([CH2:18][C:19]([NH2:21])=[O:20])[CH2:9][CH2:8][NH:7][CH2:6][CH2:5][NH:4][CH2:3][CH2:2]1, predict the reactants needed to synthesize it. The reactants are: [NH:1]1[CH2:9][CH2:8][NH:7][CH2:6][CH2:5][NH:4][CH2:3][CH2:2]1.OC(C(F)(F)F)=O.Br[CH2:18][C:19]([NH2:21])=[O:20].C([O-])([O-])=O.[K+].[K+].